From a dataset of Retrosynthesis with 50K atom-mapped reactions and 10 reaction types from USPTO. Predict the reactants needed to synthesize the given product. (1) Given the product CC(C)C(=O)c1cc2ccncc2[nH]1, predict the reactants needed to synthesize it. The reactants are: CC(C)C(O)c1cc2ccncc2[nH]1. (2) Given the product COc1ccc(C2=NN(C3CCN(C(=O)[C@H](Cc4cccnc4)NC(=O)c4c[nH]c5c(-c6c(OCC7CC7)ccc7c6OCO7)ncnc45)CC3)C(=O)[C@@H]3CCCC[C@H]23)cc1OC, predict the reactants needed to synthesize it. The reactants are: COc1ccc(C2=NN(C3CCN(C(=O)[C@@H](N)Cc4cccnc4)CC3)C(=O)[C@@H]3CCCC[C@H]23)cc1OC.O=C(O)c1c[nH]c2c(-c3c(OCC4CC4)ccc4c3OCO4)ncnc12. (3) Given the product C=CC(C)(O)C#CC(=C)C, predict the reactants needed to synthesize it. The reactants are: C#CC(=C)C.C=CC(C)=O. (4) Given the product CNC(=S)C1c2cc([N+](=O)[O-])ccc2OC(COC)(COC)C1O, predict the reactants needed to synthesize it. The reactants are: CNC(=S)C1=C(O)C(COC)(COC)Oc2ccc([N+](=O)[O-])cc21. (5) Given the product CC(C)(OCc1ccc(Cl)cc1)C1(COc2cccc(Cl)n2)CO1, predict the reactants needed to synthesize it. The reactants are: CC(C)(OCc1ccc(Cl)cc1)C(=O)COc1cccc(Cl)n1.C[S+](C)(C)=O. (6) Given the product O=C(O)Cc1ccc(NC(=O)C(COc2cccnc2)NS(=O)(=O)c2ccc(Cl)cc2)cc1, predict the reactants needed to synthesize it. The reactants are: CCOC(=O)Cc1ccc(NC(=O)C(COc2cccnc2)NS(=O)(=O)c2ccc(Cl)cc2)cc1. (7) Given the product O=C(CN1CCCCC1)c1cnn(-c2ccc(Cl)cc2)c1, predict the reactants needed to synthesize it. The reactants are: C1CCNCC1.O=C(CCl)c1cnn(-c2ccc(Cl)cc2)c1.